Dataset: Full USPTO retrosynthesis dataset with 1.9M reactions from patents (1976-2016). Task: Predict the reactants needed to synthesize the given product. (1) Given the product [CH3:1][C:2]1[CH:3]=[C:4]2[C:8](=[CH:9][C:10]=1[CH3:11])[C:7](=[O:12])[N:6]([C:13]1[CH:14]=[N:15][CH:16]=[CH:17][CH:18]=1)[CH:5]2[CH2:19][CH2:20][O:21][S:30]([CH3:29])(=[O:32])=[O:31], predict the reactants needed to synthesize it. The reactants are: [CH3:1][C:2]1[CH:3]=[C:4]2[C:8](=[CH:9][C:10]=1[CH3:11])[C:7](=[O:12])[N:6]([C:13]1[CH:14]=[N:15][CH:16]=[CH:17][CH:18]=1)[CH:5]2[CH2:19][CH2:20][OH:21].C(N(CC)CC)C.[CH3:29][S:30](Cl)(=[O:32])=[O:31]. (2) Given the product [CH3:15][S:16]([C:2]1[CH:7]=[C:6]([C:8]([F:11])([F:10])[F:9])[CH:5]=[C:4]([N+:12]([O-:14])=[O:13])[CH:3]=1)(=[O:18])=[O:17], predict the reactants needed to synthesize it. The reactants are: Br[C:2]1[CH:7]=[C:6]([C:8]([F:11])([F:10])[F:9])[CH:5]=[C:4]([N+:12]([O-:14])=[O:13])[CH:3]=1.[CH3:15][S:16]([O-:18])=[O:17].[Na+].[OH-].[Na+]. (3) Given the product [F:1][C:2]1[CH:3]=[CH:4][C:5]([C:8]2[C:12]([CH2:13][O:14][C:15]3[CH:23]=[CH:22][C:18]([C:19]([NH:59][CH2:58][C:57]([F:61])([F:60])[F:56])=[O:21])=[CH:17][N:16]=3)=[C:11]([CH3:24])[O:10][N:9]=2)=[CH:6][CH:7]=1, predict the reactants needed to synthesize it. The reactants are: [F:1][C:2]1[CH:7]=[CH:6][C:5]([C:8]2[C:12]([CH2:13][O:14][C:15]3[CH:23]=[CH:22][C:18]([C:19]([OH:21])=O)=[CH:17][N:16]=3)=[C:11]([CH3:24])[O:10][N:9]=2)=[CH:4][CH:3]=1.F[B-](F)(F)F.N1(OC(N(C)C)=[N+](C)C)C2C=CC=CC=2N=N1.C(N(CC)C(C)C)(C)C.[F:56][C:57]([F:61])([F:60])[CH2:58][NH2:59]. (4) The reactants are: C(N(CC)CC)C.Cl[C:9]([O:11][CH2:12][CH3:13])=[O:10].CN(C1C=CC=CN=1)C.[CH2:23]([NH:27][C:28]1[N:36]=[C:35]2[C:31]([N:32]=[C:33]([OH:46])[N:34]2[CH2:37][C:38]2[CH:39]=[N:40][C:41]([O:44][CH3:45])=[CH:42][CH:43]=2)=[C:30]([NH2:47])[N:29]=1)[CH2:24][CH2:25][CH3:26]. Given the product [CH2:23]([NH:27][C:28]1[N:36]=[C:35]2[C:31]([N:32]=[C:33]([O:46][C:9]([O:11][CH2:12][CH3:13])=[O:10])[N:34]2[CH2:37][C:38]2[CH:39]=[N:40][C:41]([O:44][CH3:45])=[CH:42][CH:43]=2)=[C:30]([NH2:47])[N:29]=1)[CH2:24][CH2:25][CH3:26], predict the reactants needed to synthesize it. (5) The reactants are: [Cl:1][C:2]1[C:3]([NH:9][S:10]([C:13]2[CH:22]=[CH:21][C:16]([C:17]([O:19][CH3:20])=[O:18])=[CH:15][CH:14]=2)(=[O:12])=[O:11])=[N:4][CH:5]=[C:6]([Cl:8])[CH:7]=1.Br[CH2:24][C:25]1[CH:30]=[CH:29][C:28]([F:31])=[C:27]([C:32]([F:35])([F:34])[F:33])[CH:26]=1. Given the product [Cl:1][C:2]1[C:3]([N:9]([CH2:24][C:25]2[CH:30]=[CH:29][C:28]([F:31])=[C:27]([C:32]([F:35])([F:33])[F:34])[CH:26]=2)[S:10]([C:13]2[CH:14]=[CH:15][C:16]([C:17]([O:19][CH3:20])=[O:18])=[CH:21][CH:22]=2)(=[O:12])=[O:11])=[N:4][CH:5]=[C:6]([Cl:8])[CH:7]=1, predict the reactants needed to synthesize it. (6) Given the product [Cl:17][C:18]1[C:23]([C:24]2[CH:25]=[C:26]3[C:31](=[CH:32][CH:33]=2)[N:30]=[CH:29][CH:28]=[CH:27]3)=[CH:22][CH:21]=[CH:20][N:19]=1, predict the reactants needed to synthesize it. The reactants are: ClC1C(C2C=C3C(=CC=2)NN=C3)=CC=CN=1.[Cl:17][C:18]1[C:23]([C:24]2[CH:33]=[C:32]3[C:27]([CH:28]=[CH:29][N:30]=[CH:31]3)=[CH:26][CH:25]=2)=[CH:22][CH:21]=[CH:20][N:19]=1.BrC1C=C2C(C=CN=C2)=CC=1.ClC1C(B2OC(C)(C)C(C)(C)O2)=CC=CN=1.C([O-])([O-])=O.[Na+].[Na+].